Dataset: Reaction yield outcomes from USPTO patents with 853,638 reactions. Task: Predict the reaction yield, written as a fraction of the theoretical maximum amount of product (1.0 means a 100% yield; for example, 0.34 means a 34% yield). (1) The reactants are P(Br)(Br)[Br:2].[CH3:5][O:6][C:7]1[CH:12]=[CH:11][C:10]([N:13]2[C:17]([C:18]3[CH:23]=[CH:22][C:21]([CH3:24])=[CH:20][CH:19]=3)=[CH:16][C:15]([CH2:25]O)=[N:14]2)=[CH:9][CH:8]=1.[OH-].[Na+]. The catalyst is C(Cl)Cl. The product is [Br:2][CH2:25][C:15]1[CH:16]=[C:17]([C:18]2[CH:23]=[CH:22][C:21]([CH3:24])=[CH:20][CH:19]=2)[N:13]([C:10]2[CH:11]=[CH:12][C:7]([O:6][CH3:5])=[CH:8][CH:9]=2)[N:14]=1. The yield is 0.860. (2) The reactants are [Br:1][C:2]1[C:3]([O:18][C:19]2[C:24]([CH3:25])=[CH:23][C:22]([C:26]#[N:27])=[CH:21][C:20]=2[CH3:28])=[N:4][C:5]([NH:9][C:10]2[CH:17]=[CH:16][C:13]([C:14]#[N:15])=[CH:12][CH:11]=2)=[N:6][C:7]=1Cl.[CH3:29][O:30][NH2:31].[OH-].[Na+]. The catalyst is O1CCCC1. The product is [Br:1][C:2]1[C:3]([O:18][C:19]2[C:24]([CH3:25])=[CH:23][C:22]([C:26]#[N:27])=[CH:21][C:20]=2[CH3:28])=[N:4][C:5]([NH:9][C:10]2[CH:17]=[CH:16][C:13]([C:14]#[N:15])=[CH:12][CH:11]=2)=[N:6][C:7]=1[NH:31][O:30][CH3:29]. The yield is 0.510. (3) The catalyst is O. The yield is 0.430. The reactants are [CH2:1]([NH:8][C:9]([N:11]1[C@H:16]2[CH2:17][N:18]([CH2:31][C:32]3[CH:37]=[CH:36][CH:35]=[C:34](F)[N:33]=3)[C:19](=[O:30])[C@H:20]([CH2:21][C:22]3[CH:27]=[CH:26][C:25]([OH:28])=[CH:24][C:23]=3[F:29])[N:15]2[C:14](=[O:39])[CH2:13][N:12]1[CH2:40][CH:41]=[CH2:42])=[O:10])[C:2]1[CH:7]=[CH:6][CH:5]=[CH:4][CH:3]=1.CN1C(=O)CCC1.[NH:50]1[CH2:53][CH:52]([N:54]2[CH2:59][CH2:58][N:57]([CH3:60])[C@H:56]([CH3:61])[CH2:55]2)[CH2:51]1.C(C1C=CC=CC=1)C1C=CC=CC=1. The product is [CH2:1]([NH:8][C:9]([N:11]1[C@H:16]2[CH2:17][N:18]([CH2:31][C:32]3[CH:37]=[CH:36][CH:35]=[C:34]([N:50]4[CH2:53][CH:52]([N:54]5[CH2:59][CH2:58][N:57]([CH3:60])[C@H:56]([CH3:61])[CH2:55]5)[CH2:51]4)[N:33]=3)[C:19](=[O:30])[C@H:20]([CH2:21][C:22]3[CH:27]=[CH:26][C:25]([OH:28])=[CH:24][C:23]=3[F:29])[N:15]2[C:14](=[O:39])[CH2:13][N:12]1[CH2:40][CH:41]=[CH2:42])=[O:10])[C:2]1[CH:7]=[CH:6][CH:5]=[CH:4][CH:3]=1.